Dataset: Full USPTO retrosynthesis dataset with 1.9M reactions from patents (1976-2016). Task: Predict the reactants needed to synthesize the given product. Given the product [Cl:1][C:2]1[CH:7]=[C:6]([C:8]#[C:9][C:10]2[N:11]=[C:12]([CH3:15])[N:13]([C:17]3[N:22]=[C:21]([O:23][CH3:24])[CH:20]=[CH:19][N:18]=3)[CH:14]=2)[CH:5]=[CH:4][N:3]=1, predict the reactants needed to synthesize it. The reactants are: [Cl:1][C:2]1[CH:7]=[C:6]([C:8]#[C:9][C:10]2[N:11]=[C:12]([CH3:15])[NH:13][CH:14]=2)[CH:5]=[CH:4][N:3]=1.Cl[C:17]1[N:22]=[C:21]([O:23][CH3:24])[CH:20]=[CH:19][N:18]=1.